Dataset: Reaction yield outcomes from USPTO patents with 853,638 reactions. Task: Predict the reaction yield, written as a fraction of the theoretical maximum amount of product (1.0 means a 100% yield; for example, 0.34 means a 34% yield). (1) The reactants are C([O:3][C:4]([C@@H:6]1[C@@H:8]([C:9](=[O:25])[NH:10][C@@H:11]([CH2:21][CH:22]([CH3:24])[CH3:23])[C:12](=[O:20])[NH:13][C:14]2[CH:19]=[CH:18][CH:17]=[CH:16][CH:15]=2)[O:7]1)=[O:5])C.[Li+].[OH-]. No catalyst specified. The product is [CH3:23][CH:22]([CH3:24])[CH2:21][C@H:11]([NH:10][C:9]([C@H:8]1[O:7][C@@H:6]1[C:4]([OH:5])=[O:3])=[O:25])[C:12](=[O:20])[NH:13][C:14]1[CH:19]=[CH:18][CH:17]=[CH:16][CH:15]=1. The yield is 0.839. (2) The reactants are [Cl-].O[NH3+:3].[C:4](=[O:7])([O-])[OH:5].[Na+].CS(C)=O.[CH2:13]([C:17]1[N:18]=[C:19]([CH3:44])[N:20]([C:39]2[CH:43]=[CH:42][S:41][CH:40]=2)[C:21](=[O:38])[C:22]=1[CH2:23][C:24]1[CH:29]=[CH:28][C:27]([C:30]2[C:31]([C:36]#[N:37])=[CH:32][CH:33]=[CH:34][CH:35]=2)=[CH:26][CH:25]=1)[CH2:14][CH2:15][CH3:16]. The catalyst is O.C(OCC)(=O)C. The product is [CH2:13]([C:17]1[N:18]=[C:19]([CH3:44])[N:20]([C:39]2[CH:43]=[CH:42][S:41][CH:40]=2)[C:21](=[O:38])[C:22]=1[CH2:23][C:24]1[CH:25]=[CH:26][C:27]([C:30]2[CH:35]=[CH:34][CH:33]=[CH:32][C:31]=2[C:36]2[NH:3][C:4](=[O:7])[O:5][N:37]=2)=[CH:28][CH:29]=1)[CH2:14][CH2:15][CH3:16]. The yield is 0.550. (3) The reactants are [OH-].[Na+].[CH2:3]([C:7]1[CH:8]=[C:9]2[N:14]([C:15]=1[C:16]([C:18]1[CH:23]=[CH:22][C:21]([CH2:24][CH2:25][CH2:26][N:27]([CH2:32][CH2:33][CH2:34][CH3:35])[CH2:28][CH2:29][CH2:30][CH3:31])=[CH:20][CH:19]=1)=[O:17])[CH:13]=[CH:12][C:11]([C:36]([N:38]([CH2:44][CH3:45])[CH2:39][C:40]([O:42]C)=[O:41])=[O:37])=[CH:10]2)[CH2:4][CH2:5][CH3:6].[ClH:46]. The catalyst is O1CCOCC1. The product is [ClH:46].[CH2:3]([C:7]1[CH:8]=[C:9]2[N:14]([C:15]=1[C:16]([C:18]1[CH:23]=[CH:22][C:21]([CH2:24][CH2:25][CH2:26][N:27]([CH2:32][CH2:33][CH2:34][CH3:35])[CH2:28][CH2:29][CH2:30][CH3:31])=[CH:20][CH:19]=1)=[O:17])[CH:13]=[CH:12][C:11]([C:36]([N:38]([CH2:44][CH3:45])[CH2:39][C:40]([OH:42])=[O:41])=[O:37])=[CH:10]2)[CH2:4][CH2:5][CH3:6]. The yield is 0.410. (4) The reactants are [NH:1]1[C:10]2[C:5](=[CH:6][CH:7]=[CH:8][CH:9]=2)[CH2:4][CH2:3][CH:2]1C=O.[CH3:13][CH:14]1[CH2:19][CH2:18][CH2:17][CH2:16][CH:15]1[NH2:20].[CH3:21]O. No catalyst specified. The product is [NH:1]1[C:10]2[C:5](=[CH:6][CH:7]=[CH:8][C:9]=2/[CH:21]=[N:20]/[CH:15]2[CH2:16][CH2:17][CH2:18][CH2:19][CH:14]2[CH3:13])[CH2:4][CH2:3][CH2:2]1. The yield is 0.500.